Binary Classification. Given a miRNA mature sequence and a target amino acid sequence, predict their likelihood of interaction. From a dataset of Experimentally validated miRNA-target interactions with 360,000+ pairs, plus equal number of negative samples. (1) The protein sequence of the target gene is MATPSAAFEALMNGVTSWDVPEDAVPCELLLIGEASFPVMVNDMGQVLIAASSYGRGRLVVVSHEDYLVEAQLTPFLLNAVGWLCSSPGAPIGVHPSLAPLAKILEGSGVDAKVEPEVKDSLGVYCIDAYNETMTEKLVKFMKCGGGLLIGGQAWDWANQGEDERVLFTFPGNLVTSVAGIYFTDNKGDTSFFKVSKKMPKIPVLVSCEDDLSDDREELLHGISELDISNSDCFPSQLLVHGALAFPLGLDSYHGCVIAAARYGRGRVVVTGHKVLFTVGKLGPFLLNAVRWLDGGRRGK.... Result: 0 (no interaction). The miRNA is hsa-miR-3664-5p with sequence AACUCUGUCUUCACUCAUGAGU. (2) The miRNA is hsa-miR-124-3p with sequence UAAGGCACGCGGUGAAUGCCAA. The protein sequence of the target gene is MMAAGAALALALWLLMPPVEVGGAGPPPIQDGEFTFLLPAGRKQCFYQSAPANASLETEYQVIGGAGLDVDFTLESPQGVLLVSESRKADGVHTVEPTEAGDYKLCFDNSFSTISEKLVFFELIFDSLQDDEEVEGWAEAVEPEEMLDVKMEDIKESIETMRTRLERSIQMLTLLRAFEARDRNLQEGNLERVNFWSAVNVAVLLLVAVLQVCTLKRFFQDKRPVPT. Result: 1 (interaction). (3) The miRNA is hsa-miR-3166 with sequence CGCAGACAAUGCCUACUGGCCUA. The protein sequence of the target gene is MLSLDFLDDVRRMNKRQLYYQVLNFGMIVSSALMIWKGLMVITGSESPIVVVLSGSMEPAFHRGDLLFLTNRVEDPIRVGEIVVFRIEGREIPIVHRVLKIHEKQNGHIKFLTKGDNNAVDDRGLYKQGQHWLEKKDVVGRARGFVPYIGIVTILMNDYPKFKYAVLFLLGLFVLVHRE. Result: 0 (no interaction). (4) The miRNA is hsa-miR-138-2-3p with sequence GCUAUUUCACGACACCAGGGUU. The protein sequence of the target gene is MSSDFPHYNFRMPNIGFQNLPLNIYIVVFGTAVFVFILSLLFCCYLIRLRHQAHKEFYAYKQVILKEKVKELNLHELCAVCLEDFKPRDELGICPCKHAFHRKCLVKWLEVRKVCPLCNMPVLQLAQLHSKQDRGPPQEPLPGAENIV. Result: 0 (no interaction). (5) The miRNA is hsa-miR-3178 with sequence GGGGCGCGGCCGGAUCG. The protein sequence of the target gene is MEVRASFQKVSGSSDSVATLNSEEFVLVSQHTDATSIKDDGKPQLKIASNGDEQLEKAMEEILRDSEKGQSGLPVDCQGSSEISDCPFGDVPASQTTKPPLQLILDPSNTEISTPRPSSPSRFPEEDSVLFNKLTYLGCMKVSSPRSEVEALRAMATMRASSQYPFAVTLYVPNVPEGSVRIIDQSSNVEIASFPIYKVLFCARGHDGTAESNCFAFTESSHGSEEFQIHVFSCEIKEAVSRILYSFCTAFKRSSRQVSDVKDSVIPTPDSDVFTFSVSLEVKEDDGKGNFSPVPKDRDK.... Result: 0 (no interaction). (6) The miRNA is hsa-miR-4490 with sequence UCUGGUAAGAGAUUUGGGCAUA. The protein sequence of the target gene is MVGRLSLQDVPELVDTKKKGDGVLDSPDSGLPPSPSPSHWGLAATAGGGGERAPVAGTLEPDAAVTPIVPNPASLTHSLAAICSPRLCPLSFGEGVEFDPLPPKEIKYTSSVKYDSERHFIDDVQMPLGLVVASCSQTVTCIPNCTWRNYKAEVRFEPRPKPARFLSTTIVYPKYPKTVYTTTLDYNCHKKLRRFLSSVELEATEFLGSDGLADEC. Result: 0 (no interaction).